Task: Predict the product of the given reaction.. Dataset: Forward reaction prediction with 1.9M reactions from USPTO patents (1976-2016) (1) Given the reactants C([O:3][C:4](=[O:34])[C:5]([NH:7][C:8]1[CH:13]=[C:12]([CH3:14])[C:11]([O:15][C:16]2[CH:21]=[CH:20][C:19]([OH:22])=[C:18]([S:23]([C:26]3[CH:31]=[CH:30][C:29]([F:32])=[CH:28][CH:27]=3)(=[O:25])=[O:24])[CH:17]=2)=[C:10]([CH3:33])[CH:9]=1)=[O:6])C.[OH-].[Na+], predict the reaction product. The product is: [F:32][C:29]1[CH:28]=[CH:27][C:26]([S:23]([C:18]2[CH:17]=[C:16]([CH:21]=[CH:20][C:19]=2[OH:22])[O:15][C:11]2[C:12]([CH3:14])=[CH:13][C:8]([NH:7][C:5](=[O:6])[C:4]([OH:34])=[O:3])=[CH:9][C:10]=2[CH3:33])(=[O:25])=[O:24])=[CH:31][CH:30]=1. (2) Given the reactants [NH2:1][C:2]1[CH:10]=[CH:9][CH:8]=[CH:7][C:3]=1[C:4](O)=[O:5].[NH2:11][C:12](N)=[O:13], predict the reaction product. The product is: [N:1]1[C:2]2[C:3](=[CH:7][CH:8]=[CH:9][CH:10]=2)[C:4]([OH:5])=[N:11][C:12]=1[OH:13]. (3) Given the reactants [F-].[K+].[NH2:3][C:4]1[C:9]([F:10])=[C:8](Cl)[N:7]=[C:6]([C:12]([O:14][CH3:15])=[O:13])[C:5]=1[CH:16]=[CH2:17].CC1(C)C(C)(C)OB([C:26]2[CH:33]=[CH:32][C:29]([CH:30]=[O:31])=[CH:28][CH:27]=2)O1.C(#N)C, predict the reaction product. The product is: [NH2:3][C:4]1[C:9]([F:10])=[C:8]([C:26]2[CH:33]=[CH:32][C:29]([CH:30]=[O:31])=[CH:28][CH:27]=2)[N:7]=[C:6]([C:12]([O:14][CH3:15])=[O:13])[C:5]=1[CH:16]=[CH2:17]. (4) Given the reactants [Cl:1][C:2]1[CH:27]=[CH:26][C:5]([CH2:6][N:7]2[C:15]3[C:10](=[CH:11][C:12]([CH:16]=[C:17]4[S:21][C:20](SCC)=[N:19][C:18]4=[O:25])=[CH:13][CH:14]=3)[CH:9]=[N:8]2)=[C:4]([C:28]([F:31])([F:30])[F:29])[CH:3]=1.[CH3:32][O:33][CH2:34][C@H:35]1[O:40][CH2:39][CH2:38][NH:37][CH2:36]1, predict the reaction product. The product is: [Cl:1][C:2]1[CH:27]=[CH:26][C:5]([CH2:6][N:7]2[C:15]3[C:10](=[CH:11][C:12]([CH:16]=[C:17]4[S:21][C:20]([N:37]5[CH2:38][CH2:39][O:40][C@H:35]([CH2:34][O:33][CH3:32])[CH2:36]5)=[N:19][C:18]4=[O:25])=[CH:13][CH:14]=3)[CH:9]=[N:8]2)=[C:4]([C:28]([F:29])([F:30])[F:31])[CH:3]=1. (5) The product is: [CH3:1][O:2][C:3]1[CH:12]=[C:11]2[C:6]([CH2:7][C:8]([CH3:13])([CH3:14])[NH:9][CH2:10]2)=[CH:5][C:4]=1[O:15][Si:24]([CH:28]([CH3:30])[CH3:29])([CH:25]([CH3:27])[CH3:26])[CH:21]([CH3:23])[CH3:22]. Given the reactants [CH3:1][O:2][C:3]1[CH:12]=[C:11]2[C:6]([CH2:7][C:8]([CH3:14])([CH3:13])[NH:9][CH2:10]2)=[CH:5][C:4]=1[OH:15].N1C=CN=C1.[CH:21]([Si:24](Cl)([CH:28]([CH3:30])[CH3:29])[CH:25]([CH3:27])[CH3:26])([CH3:23])[CH3:22].O, predict the reaction product. (6) Given the reactants F[C:2]1[CH:7]=[CH:6][CH:5]=[C:4]([C:8]([F:11])([F:10])[F:9])[C:3]=1[Br:12].[NH2:13][CH2:14][CH2:15][OH:16], predict the reaction product. The product is: [OH:16][CH2:15][CH2:14][NH:13][C:2]1[CH:7]=[CH:6][CH:5]=[C:4]([C:8]([F:11])([F:10])[F:9])[C:3]=1[Br:12].